Dataset: TCR-epitope binding with 47,182 pairs between 192 epitopes and 23,139 TCRs. Task: Binary Classification. Given a T-cell receptor sequence (or CDR3 region) and an epitope sequence, predict whether binding occurs between them. (1) The epitope is GLCTLVAML. The TCR CDR3 sequence is CASSTYSGQSYGYTF. Result: 1 (the TCR binds to the epitope). (2) The epitope is TSNQVAVLY. The TCR CDR3 sequence is CASTTVTGPYGYTF. Result: 0 (the TCR does not bind to the epitope). (3) The epitope is QECVRGTTVL. The TCR CDR3 sequence is CATFYEQFF. Result: 0 (the TCR does not bind to the epitope). (4) The epitope is IPSINVHHY. The TCR CDR3 sequence is CASSSAGGTGMNYGYTF. Result: 0 (the TCR does not bind to the epitope). (5) The epitope is DPFRLLQNSQVFS. The TCR CDR3 sequence is CASTSRPFSGHEQYF. Result: 1 (the TCR binds to the epitope). (6) The epitope is HTDFSSEIIGY. The TCR CDR3 sequence is CASSQVDSSYNEQFF. Result: 0 (the TCR does not bind to the epitope). (7) The epitope is TAFTIPSI. The TCR CDR3 sequence is CASSQEGLSSYNEQFF. Result: 0 (the TCR does not bind to the epitope).